Dataset: Forward reaction prediction with 1.9M reactions from USPTO patents (1976-2016). Task: Predict the product of the given reaction. (1) Given the reactants [OH-].[Na+].FC(F)(F)C([NH:7][C@@H:8]1[C:17]2[C:12](=[CH:13][CH:14]=[CH:15][CH:16]=2)[C@H:11]([OH:18])[CH2:10][CH2:9]1)=O, predict the reaction product. The product is: [NH2:7][C@@H:8]1[C:17]2[C:12](=[CH:13][CH:14]=[CH:15][CH:16]=2)[C@H:11]([OH:18])[CH2:10][CH2:9]1. (2) The product is: [CH3:1][C:2]1([CH3:29])[C:11]2[C:6](=[CH:7][C:8]([CH3:26])=[C:9]([C:12]3[C:17]([CH3:18])=[CH:16][N:15]=[C:14](/[CH:19]=[CH:20]/[C:21]([OH:23])=[O:22])[CH:13]=3)[CH:10]=2)[C:5]([CH3:28])([CH3:27])[CH2:4][CH2:3]1. Given the reactants [CH3:1][C:2]1([CH3:29])[C:11]2[C:6](=[CH:7][C:8]([CH3:26])=[C:9]([C:12]3[C:17]([CH3:18])=[CH:16][N:15]=[C:14](/[CH:19]=[CH:20]/[C:21]([O:23]CC)=[O:22])[CH:13]=3)[CH:10]=2)[C:5]([CH3:28])([CH3:27])[CH2:4][CH2:3]1.[OH-].[K+].Cl, predict the reaction product. (3) Given the reactants [CH2:1]([O:8][C:9]1[CH:14]=[CH:13][C:12]([C:15]2[CH:20]=[C:19]([O:21][CH3:22])[CH:18]=[CH:17][C:16]=2[F:23])=[CH:11][C:10]=1[CH:24]=O)[C:2]1[CH:7]=[CH:6][CH:5]=[CH:4][CH:3]=1.[H-].[Na+].CS([O-])(=O)=O.[CH3:33][C:34]([CH3:57])([CH3:56])[CH2:35][CH2:36][P+](C1C=CC=CC=1)(C1C=CC=CC=1)C1C=CC=CC=1.Cl, predict the reaction product. The product is: [CH2:1]([O:8][C:9]1[CH:14]=[CH:13][C:12]([C:15]2[CH:20]=[C:19]([O:21][CH3:22])[CH:18]=[CH:17][C:16]=2[F:23])=[CH:11][C:10]=1[CH:24]=[CH:36][CH2:35][C:34]([CH3:57])([CH3:56])[CH3:33])[C:2]1[CH:7]=[CH:6][CH:5]=[CH:4][CH:3]=1. (4) The product is: [NH2:7][C:6]1[CH:5]=[CH:4][C:3]([NH:8][C:16]([NH:15][C:9]2[CH:14]=[CH:13][CH:12]=[CH:11][CH:10]=2)=[O:17])=[CH:2][CH:1]=1.[CH:5]1[C:6]([NH2:7])=[CH:1][CH:2]=[C:3]([NH2:8])[CH:4]=1. Given the reactants [CH:1]1[C:6]([NH2:7])=[CH:5][CH:4]=[C:3]([NH2:8])[CH:2]=1.[C:9]1([N:15]=[C:16]=[O:17])[CH:14]=[CH:13][CH:12]=[CH:11][CH:10]=1, predict the reaction product. (5) Given the reactants [CH2:1]([O:4][CH2:5]/[CH:6]=[CH:7]/[C@@H:8]1[O:12][C@@H:11]([CH2:13][CH2:14][C@@H:15]2[O:20][C@H:19]([CH2:21][C@@H:22]3[O:26][C@H:25]([CH2:27][C@H:28]([OH:31])[CH2:29][NH2:30])[C@H:24]([O:32][CH3:33])[C@H:23]3[CH2:34][S:35]([C:38]3[CH:43]=[CH:42][CH:41]=[CH:40][CH:39]=3)(=[O:37])=[O:36])[C:18](=[CH2:44])[C@H:17]([CH3:45])[CH2:16]2)[C:10](=[CH2:46])[CH2:9]1)[CH:2]=[CH2:3].C(N(CC)CC)C.[C:54](O[C:54]([O:56][C:57]([CH3:60])([CH3:59])[CH3:58])=[O:55])([O:56][C:57]([CH3:60])([CH3:59])[CH3:58])=[O:55].C(=O)=O, predict the reaction product. The product is: [CH2:1]([O:4][CH2:5]/[CH:6]=[CH:7]/[C@@H:8]1[O:12][C@@H:11]([CH2:13][CH2:14][C@@H:15]2[O:20][C@H:19]([CH2:21][C@@H:22]3[O:26][C@H:25]([CH2:27][C@H:28]([OH:31])[CH2:29][NH:30][C:54](=[O:55])[O:56][C:57]([CH3:60])([CH3:59])[CH3:58])[C@H:24]([O:32][CH3:33])[C@H:23]3[CH2:34][S:35]([C:38]3[CH:39]=[CH:40][CH:41]=[CH:42][CH:43]=3)(=[O:36])=[O:37])[C:18](=[CH2:44])[C@H:17]([CH3:45])[CH2:16]2)[C:10](=[CH2:46])[CH2:9]1)[CH:2]=[CH2:3]. (6) Given the reactants Br[C:2]1[CH:7]=[CH:6][C:5]([CH:8]2[CH2:13][CH2:12][CH2:11][CH2:10][CH2:9]2)=[CH:4][CH:3]=1.[Li]CCCC.CN([CH:22]=[O:23])C, predict the reaction product. The product is: [CH:8]1([C:5]2[CH:6]=[CH:7][C:2]([CH:22]=[O:23])=[CH:3][CH:4]=2)[CH2:13][CH2:12][CH2:11][CH2:10][CH2:9]1. (7) Given the reactants [NH:1]1[CH:5]=[N:4][C:3]([C:6]2[CH:7]=[C:8]3[C:12](=[CH:13][CH:14]=2)[N:11](C2CCCCO2)[N:10]=[C:9]3[C:21]2[CH:22]=[C:23](O)[CH:24]=[CH:25][CH:26]=2)=[N:2]1.C1(P(C2C=CC=CC=2)C2C=CC=CC=2)C=CC=CC=1.N(C(OCC)=O)=NC(OCC)=O.[N:59]1[CH:64]=[CH:63][CH:62]=[C:61]([CH2:65][OH:66])[CH:60]=1.Cl, predict the reaction product. The product is: [NH:1]1[CH:5]=[N:4][C:3]([C:6]2[CH:14]=[C:13]([O:66][CH2:65][C:61]3[CH:60]=[N:59][CH:64]=[CH:63][CH:62]=3)[CH:12]=[C:8]([C:9]3[C:21]4[C:22](=[CH:23][CH:24]=[CH:25][CH:26]=4)[NH:11][N:10]=3)[CH:7]=2)=[N:2]1. (8) Given the reactants [Cl:1][C:2]1[CH:3]=[C:4]([C@H:8]([N:18]2C(=O)C3C(=CC=CC=3)C2=O)[CH2:9][NH:10][C:11](=[O:17])[O:12][C:13]([CH3:16])([CH3:15])[CH3:14])[CH:5]=[CH:6][CH:7]=1.O.NN, predict the reaction product. The product is: [NH2:18][C@@H:8]([C:4]1[CH:5]=[CH:6][CH:7]=[C:2]([Cl:1])[CH:3]=1)[CH2:9][NH:10][C:11](=[O:17])[O:12][C:13]([CH3:16])([CH3:15])[CH3:14].